This data is from Blood-brain barrier permeability classification from the B3DB database. The task is: Regression/Classification. Given a drug SMILES string, predict its absorption, distribution, metabolism, or excretion properties. Task type varies by dataset: regression for continuous measurements (e.g., permeability, clearance, half-life) or binary classification for categorical outcomes (e.g., BBB penetration, CYP inhibition). Dataset: b3db_classification. (1) The compound is C=CC1=C(C(=O)O)N2C(=O)C(NC(=O)C(=NOCC(=O)O)c3csc(N)n3)C2SC1. The result is 0 (does not penetrate BBB). (2) The molecule is CN1CCC2=C(CC1)c1ccccc1Oc1ccccc12. The result is 1 (penetrates BBB). (3) The compound is Cc1ncc(C[n+]2csc(CCO)c2C)c(N)n1. The result is 0 (does not penetrate BBB). (4) The compound is Cc1c(-c2ccccc2)oc2c(C(=O)OCCN3CCCCC3)cccc2c1=O. The result is 0 (does not penetrate BBB). (5) The molecule is C[C@@H]1C[C@H]2[C@@H]3C[C@H](F)C4=CC(=O)C=C[C@]4(C)[C@H]3[C@@H](O)C[C@]2(C)[C@@]1(O)C(=O)CO. The result is 1 (penetrates BBB).